From a dataset of Full USPTO retrosynthesis dataset with 1.9M reactions from patents (1976-2016). Predict the reactants needed to synthesize the given product. (1) Given the product [NH2:24][C:25]1[O:16][C:15]([C:14]2[C:9]([NH:8][C:5]3[CH:6]=[CH:7][C:2]([Br:1])=[CH:3][C:4]=3[F:23])=[C:10]([Cl:22])[C:11]3[N:12]([CH:19]=[CH:20][N:21]=3)[CH:13]=2)=[N:17][N:18]=1, predict the reactants needed to synthesize it. The reactants are: [Br:1][C:2]1[CH:7]=[CH:6][C:5]([NH:8][C:9]2[C:14]([C:15]([NH:17][NH2:18])=[O:16])=[CH:13][N:12]3[CH:19]=[CH:20][N:21]=[C:11]3[C:10]=2[Cl:22])=[C:4]([F:23])[CH:3]=1.[N:24]#[C:25]Br.C(=O)(O)[O-].[Na+]. (2) Given the product [F:34][C:35]1[CH:36]=[CH:37][C:38]([C:41]([N:43]=[C:44]=[S:45])=[O:42])=[CH:39][CH:40]=1.[Cl:11][C:12]1[CH:13]=[C:14]([NH:15][C:44]([NH:43][C:41](=[O:42])[C:38]2[CH:39]=[CH:40][C:35]([F:34])=[CH:36][CH:37]=2)=[S:45])[CH:16]=[CH:17][C:18]=1[O:19][C:20]1[C:29]2[C:24](=[CH:25][C:26]([O:32][CH3:33])=[C:27]([O:30][CH3:31])[CH:28]=2)[N:23]=[CH:22][CH:21]=1, predict the reactants needed to synthesize it. The reactants are: FC1C=CC(C(Cl)=O)=CC=1.[Cl:11][C:12]1[CH:13]=[C:14]([CH:16]=[CH:17][C:18]=1[O:19][C:20]1[C:29]2[C:24](=[CH:25][C:26]([O:32][CH3:33])=[C:27]([O:30][CH3:31])[CH:28]=2)[N:23]=[CH:22][CH:21]=1)[NH2:15].[F:34][C:35]1[CH:40]=[CH:39][C:38]([C:41]([N:43]=[C:44]=[S:45])=[O:42])=[CH:37][CH:36]=1. (3) Given the product [CH3:1][O:2][CH2:3][C@@H:4]([O:6][C:7]1[CH:8]=[C:9]([CH:14]=[C:15]([O:17][C:18]2[CH:19]=[CH:20][C:21]([S:24]([CH3:27])(=[O:25])=[O:26])=[CH:22][CH:23]=2)[CH:16]=1)[C:10]([OH:12])=[O:11])[CH3:5], predict the reactants needed to synthesize it. The reactants are: [CH3:1][O:2][CH2:3][C@@H:4]([O:6][C:7]1[CH:8]=[C:9]([CH:14]=[C:15]([O:17][C:18]2[CH:23]=[CH:22][C:21]([S:24]([CH3:27])(=[O:26])=[O:25])=[CH:20][CH:19]=2)[CH:16]=1)[C:10]([O:12]C)=[O:11])[CH3:5].[OH-].[Na+]. (4) Given the product [C:48]([O:32][CH2:31][C@@H:26]1[CH2:25][N:24]([C:21]2[CH:20]=[CH:19][C:18]([NH:17][C:8]3[C:9]([C:14](=[O:15])[NH2:16])=[N:10][C:11]([CH2:12][CH3:13])=[C:6]([O:5][C:4]4[CH:33]=[CH:34][CH:35]=[C:2]([NH:1][C:44](=[O:53])[CH:42]=[CH2:43])[CH:3]=4)[N:7]=3)=[CH:23][CH:22]=2)[CH2:29][CH2:28][N:27]1[CH3:30])(=[O:51])[CH:49]=[CH2:50], predict the reactants needed to synthesize it. The reactants are: [NH2:1][C:2]1[CH:3]=[C:4]([CH:33]=[CH:34][CH:35]=1)[O:5][C:6]1[N:7]=[C:8]([NH:17][C:18]2[CH:23]=[CH:22][C:21]([N:24]3[CH2:29][CH2:28][N:27]([CH3:30])[C@H:26]([CH2:31][OH:32])[CH2:25]3)=[CH:20][CH:19]=2)[C:9]([C:14]([NH2:16])=[O:15])=[N:10][C:11]=1[CH2:12][CH3:13].C(N([CH:42]([CH3:44])[CH3:43])CC)(C)C.ClCCl.[C:48](Cl)(=[O:51])[CH:49]=[CH2:50].[OH2:53]. (5) Given the product [CH:25]1([CH2:24][N:15]([C@H:16]2[CH2:20][CH2:19][O:18][CH2:17]2)[C:7]2[C:6]3[C:11](=[C:12]([O:13][CH3:14])[C:3]([O:2][CH3:1])=[CH:4][CH:5]=3)[N:10]=[CH:9][N:8]=2)[CH2:27][CH2:26]1, predict the reactants needed to synthesize it. The reactants are: [CH3:1][O:2][C:3]1[C:12]([O:13][CH3:14])=[C:11]2[C:6]([C:7]([NH:15][C@H:16]3[CH2:20][CH2:19][O:18][CH2:17]3)=[N:8][CH:9]=[N:10]2)=[CH:5][CH:4]=1.[H-].[Na+].Br[CH2:24][CH:25]1[CH2:27][CH2:26]1.